From a dataset of Peptide-MHC class I binding affinity with 185,985 pairs from IEDB/IMGT. Regression. Given a peptide amino acid sequence and an MHC pseudo amino acid sequence, predict their binding affinity value. This is MHC class I binding data. (1) The peptide sequence is EPGVVSPTSY. The MHC is HLA-B53:01 with pseudo-sequence HLA-B53:01. The binding affinity (normalized) is 0.469. (2) The peptide sequence is GALSRRYPH. The MHC is HLA-A31:01 with pseudo-sequence HLA-A31:01. The binding affinity (normalized) is 0.455. (3) The peptide sequence is FSDGTWRDEY. The MHC is HLA-A24:02 with pseudo-sequence HLA-A24:02. The binding affinity (normalized) is 0. (4) The peptide sequence is VSIFYVPL. The MHC is H-2-Db with pseudo-sequence H-2-Db. The binding affinity (normalized) is 0.509. (5) The peptide sequence is RGKLKRRAI. The MHC is HLA-A02:03 with pseudo-sequence HLA-A02:03. The binding affinity (normalized) is 0.0847. (6) The peptide sequence is NIVFSPFGY. The MHC is HLA-B27:05 with pseudo-sequence HLA-B27:05. The binding affinity (normalized) is 0.0847. (7) The peptide sequence is RTFHIFYYL. The MHC is HLA-A68:02 with pseudo-sequence HLA-A68:02. The binding affinity (normalized) is 0.541.